This data is from CYP2C9 inhibition data for predicting drug metabolism from PubChem BioAssay. The task is: Regression/Classification. Given a drug SMILES string, predict its absorption, distribution, metabolism, or excretion properties. Task type varies by dataset: regression for continuous measurements (e.g., permeability, clearance, half-life) or binary classification for categorical outcomes (e.g., BBB penetration, CYP inhibition). Dataset: cyp2c9_veith. (1) The compound is NS(=O)(=O)c1cc(C(=O)O)c(Cl)c([N+](=O)[O-])c1Cl. The result is 0 (non-inhibitor). (2) The compound is O=C(O)C1CCN(c2ncccn2)CC1. The result is 0 (non-inhibitor). (3) The compound is Cc1noc(C)c1-c1ccc2ncnc(Nc3ccccc3)c2c1. The result is 0 (non-inhibitor). (4) The result is 0 (non-inhibitor). The drug is Cc1cc(C(=O)CSc2nnc(-c3ccc(Cl)cc3)n2C)c(C)n1CC1CCCO1. (5) The compound is COC(=O)[C@@]1(Cc2ccccc2)[C@H]2c3cc(C(=O)N(C)C)n(CCF)c3C[C@H]2CN1C(=O)c1ccccc1. The result is 1 (inhibitor). (6) The molecule is Cn1c(=O)c2[nH]c(CSCc3ccccc3)nc2n(C)c1=O. The result is 0 (non-inhibitor). (7) The molecule is CC1CCCC(n2c(=S)[nH]c3ccccc3c2=O)C1C. The result is 1 (inhibitor). (8) The result is 1 (inhibitor). The molecule is CON(c1nc(N(C)C)nc(N(C)C)n1)S(=O)(=O)c1ccccc1Cl. (9) The molecule is COC(=O)[C@@]1(Cc2ccccc2)[C@H]2c3cc(C(=O)N4CCCC4)n(CCN4CNCC4=O)c3C[C@H]2CN1C(=O)c1ccccc1. The result is 1 (inhibitor).